This data is from HIV replication inhibition screening data with 41,000+ compounds from the AIDS Antiviral Screen. The task is: Binary Classification. Given a drug SMILES string, predict its activity (active/inactive) in a high-throughput screening assay against a specified biological target. (1) The drug is Cc1nc(N)nc(N)c1N1CCNCC1. The result is 0 (inactive). (2) The drug is O=c1ccc2c(ccc3ncccc32)o1. The result is 0 (inactive). (3) The drug is COC1c2cccc3cccc(c23)C1n1[nH]c(=O)n(C(C)(C)C)c1=O. The result is 0 (inactive). (4) The compound is CCOP(=O)(OCC)C(C#N)=Cc1cccn1Cc1ccccc1. The result is 0 (inactive). (5) The molecule is O=c1c(-c2ccccc2)coc2cc(O)ccc12. The result is 0 (inactive).